Dataset: Reaction yield outcomes from USPTO patents with 853,638 reactions. Task: Predict the reaction yield, written as a fraction of the theoretical maximum amount of product (1.0 means a 100% yield; for example, 0.34 means a 34% yield). (1) The reactants are [Cl:1][C:2]1[CH:7]=[CH:6][C:5]([C:8]2[N:12]([CH:13]([CH:17]3[CH2:22][CH2:21][CH2:20][CH2:19][CH2:18]3)[C:14](O)=[O:15])[C:11]3[CH:23]=[C:24]([F:28])[C:25]([F:27])=[CH:26][C:10]=3[N:9]=2)=[CH:4][CH:3]=1.[NH2:29][C:30]1[CH:40]=[CH:39][C:33]([C:34]([O:36][CH2:37][CH3:38])=[O:35])=[CH:32][CH:31]=1. The catalyst is S(Cl)(Cl)=O.CN(C)C1C=CN=CC=1.ClCCl. The product is [CH2:37]([O:36][C:34](=[O:35])[C:33]1[CH:39]=[CH:40][C:30]([NH:29][C:14](=[O:15])[CH:13]([N:12]2[C:11]3[CH:23]=[C:24]([F:28])[C:25]([F:27])=[CH:26][C:10]=3[N:9]=[C:8]2[C:5]2[CH:4]=[CH:3][C:2]([Cl:1])=[CH:7][CH:6]=2)[CH:17]2[CH2:22][CH2:21][CH2:20][CH2:19][CH2:18]2)=[CH:31][CH:32]=1)[CH3:38]. The yield is 0.620. (2) The catalyst is ClCCl. The yield is 0.830. The product is [CH3:1][S:2]([CH2:3][C:4]1[S:8][C:7]([C:9]([F:12])([F:10])[F:11])=[N:6][CH:5]=1)=[N:15][C:14]#[N:13]. The reactants are [CH3:1][S:2][CH2:3][C:4]1[S:8][C:7]([C:9]([F:12])([F:11])[F:10])=[N:6][CH:5]=1.[N:13]#[C:14][NH2:15].C(O)(=O)C.C(O)(=O)C.IC1C=CC=CC=1. (3) The reactants are C(O[C:4]1[C:8]([O:9][CH2:10][CH3:11])=[N:7][S:6](=[O:12])[N:5]=1)C.[C:13]([O:17][C:18](=[O:29])[C@H:19]([CH2:21][C:22]1[CH:27]=[CH:26][C:25]([OH:28])=[CH:24][CH:23]=1)[NH2:20])([CH3:16])([CH3:15])[CH3:14]. The catalyst is C(O)C. The product is [C:13]([O:17][C:18](=[O:29])[C@H:19]([CH2:21][C:22]1[CH:27]=[CH:26][C:25]([OH:28])=[CH:24][CH:23]=1)[NH:20][C:4]1[C:8]([O:9][CH2:10][CH3:11])=[N:7][S:6](=[O:12])[N:5]=1)([CH3:16])([CH3:14])[CH3:15]. The yield is 0.880. (4) The reactants are [CH3:1][O:2][C:3]1[CH:34]=[CH:33][C:6]([CH2:7][NH:8][C:9]2[S:10][C:11]3[CH2:20][CH2:19][CH:18]([O:21][CH3:22])[C:17]4[C:13](=[CH:14][N:15]([CH2:23][C:24]5[CH:29]=[CH:28][C:27]([O:30][CH3:31])=[CH:26][CH:25]=5)[N:16]=4)[C:12]=3[N:32]=2)=[CH:5][CH:4]=1.Cl[C:36]1[N:41]=[C:40]([CH3:42])[CH:39]=[CH:38][N:37]=1.CC1(C)C2C(=C(P(C3C=CC=CC=3)C3C=CC=CC=3)C=CC=2)OC2C(P(C3C=CC=CC=3)C3C=CC=CC=3)=CC=CC1=2.C([O-])([O-])=O.[Cs+].[Cs+]. The catalyst is O1CCOCC1.C1C=CC(/C=C/C(/C=C/C2C=CC=CC=2)=O)=CC=1.C1C=CC(/C=C/C(/C=C/C2C=CC=CC=2)=O)=CC=1.C1C=CC(/C=C/C(/C=C/C2C=CC=CC=2)=O)=CC=1.[Pd].[Pd]. The product is [CH3:1][O:2][C:3]1[CH:4]=[CH:5][C:6]([CH2:7][N:8]([C:9]2[S:10][C:11]3[CH2:20][CH2:19][CH:18]([O:21][CH3:22])[C:17]4[C:13](=[CH:14][N:15]([CH2:23][C:24]5[CH:25]=[CH:26][C:27]([O:30][CH3:31])=[CH:28][CH:29]=5)[N:16]=4)[C:12]=3[N:32]=2)[C:36]2[N:41]=[C:40]([CH3:42])[CH:39]=[CH:38][N:37]=2)=[CH:33][CH:34]=1. The yield is 0.570.